Dataset: Forward reaction prediction with 1.9M reactions from USPTO patents (1976-2016). Task: Predict the product of the given reaction. (1) Given the reactants C1(P(C2C=CC=CC=2)C2C=CC=CC=2)C=CC=CC=1.[N:20]([C@H:23]([C:25]1[CH:26]=[C:27]([F:33])[C:28]([F:32])=[C:29]([F:31])[CH:30]=1)[CH3:24])=[N+]=[N-].O.C(OCC)(=O)C, predict the reaction product. The product is: [F:31][C:29]1[CH:30]=[C:25]([C@@H:23]([NH2:20])[CH3:24])[CH:26]=[C:27]([F:33])[C:28]=1[F:32]. (2) Given the reactants C[Si]([CH:5]=[N+:6]=[N-:7])(C)C.CCCCCCC.C([Li])CCC.[C:20]1([C:38]2[CH:43]=[CH:42][CH:41]=[CH:40][CH:39]=2)[CH:25]=[CH:24][C:23]([NH:26][C:27]2[CH:32]=[N:31][CH:30]=[C:29]3[S:33][C:34]([C:36]#[N:37])=[CH:35][C:28]=23)=[CH:22][CH:21]=1, predict the reaction product. The product is: [C:20]1([C:38]2[CH:39]=[CH:40][CH:41]=[CH:42][CH:43]=2)[CH:25]=[CH:24][C:23]([NH:26][C:27]2[CH:32]=[N:31][CH:30]=[C:29]3[S:33][C:34]([C:36]4[NH:37][N:7]=[N:6][CH:5]=4)=[CH:35][C:28]=23)=[CH:22][CH:21]=1. (3) The product is: [CH:15]1([N:21]2[CH2:26][CH2:25][N:24]([CH2:2][CH2:3][CH2:4][CH2:5][N:6]3[C:10]4[CH:11]=[CH:12][CH:13]=[CH:14][C:9]=4[N:8]=[N:7]3)[CH2:23][CH2:22]2)[CH2:20][CH2:19][CH2:18][CH2:17][CH2:16]1. Given the reactants Cl[CH2:2][CH2:3][CH2:4][CH2:5][N:6]1[C:10]2[CH:11]=[CH:12][CH:13]=[CH:14][C:9]=2[N:8]=[N:7]1.[CH:15]1([N:21]2[CH2:26][CH2:25][NH:24][CH2:23][CH2:22]2)[CH2:20][CH2:19][CH2:18][CH2:17][CH2:16]1.C(N(C(C)C)CC)(C)C.[I-].[K+], predict the reaction product. (4) The product is: [NH2:38][C:39]1([C:43]2[CH:48]=[CH:47][C:46]([C:49]3[C:54](=[O:55])[C:53]4[CH:56]=[CH:57][C:58]5[N:59]=[C:60]([CH:63]([F:65])[F:64])[NH:61][C:62]=5[C:52]=4[O:51][C:50]=3[C:66]3[CH:67]=[CH:68][CH:69]=[CH:70][CH:71]=3)=[CH:45][CH:44]=2)[CH2:40][CH2:41][CH2:42]1. Given the reactants NC1(C2C=CC(C3C(=O)C4C(OC=3C3C=CC=CC=3)=C3C(=CC=4)NN=C3)=CC=2)CCC1.C(OC(=O)[NH:38][C:39]1([C:43]2[CH:48]=[CH:47][C:46]([C:49]3[C:54](=[O:55])[C:53]4[CH:56]=[CH:57][C:58]5[N:59]=[C:60]([CH:63]([F:65])[F:64])[NH:61][C:62]=5[C:52]=4[O:51][C:50]=3[C:66]3[CH:71]=[CH:70][CH:69]=[CH:68][CH:67]=3)=[CH:45][CH:44]=2)[CH2:42][CH2:41][CH2:40]1)(C)(C)C, predict the reaction product. (5) Given the reactants [CH3:1][O:2][C:3]1[CH:8]=[CH:7][C:6]([C:9](=O)[CH:10]([C:16]2[CH:21]=[CH:20][N:19]=[CH:18][CH:17]=2)[CH2:11][C:12](OC)=[O:13])=[CH:5][CH:4]=1.O.[NH2:24][NH2:25].[K+].[Br-], predict the reaction product. The product is: [CH3:1][O:2][C:3]1[CH:8]=[CH:7][C:6]([C:9]2[CH:10]([C:16]3[CH:21]=[CH:20][N:19]=[CH:18][CH:17]=3)[CH2:11][C:12](=[O:13])[NH:24][N:25]=2)=[CH:5][CH:4]=1. (6) Given the reactants [NH:1]1[C:9]2[C:4](=[N:5][C:6]([C:10]#[N:11])=[CH:7][CH:8]=2)[CH:3]=[CH:2]1.[OH-].[K+].[I:14]I.OS([O-])=O.[Na+].[OH-].[NH4+], predict the reaction product. The product is: [I:14][C:3]1[C:4]2=[N:5][C:6]([C:10]#[N:11])=[CH:7][CH:8]=[C:9]2[NH:1][CH:2]=1. (7) The product is: [Cl:1][C:2]1[CH:3]=[CH:4][C:5]2[N:6]([C:10]([C:11]3[CH:16]=[CH:15][C:14]([C:17]([F:20])([F:19])[F:18])=[CH:13][CH:12]=3)=[N:9][N:8]=2)[N:7]=1. Given the reactants [Cl:1][C:2]1[N:7]=[N:6][C:5]([NH:8][NH:9][C:10](=O)[C:11]2[CH:16]=[CH:15][C:14]([C:17]([F:20])([F:19])[F:18])=[CH:13][CH:12]=2)=[CH:4][CH:3]=1, predict the reaction product.